This data is from CYP2D6 inhibition data for predicting drug metabolism from PubChem BioAssay. The task is: Regression/Classification. Given a drug SMILES string, predict its absorption, distribution, metabolism, or excretion properties. Task type varies by dataset: regression for continuous measurements (e.g., permeability, clearance, half-life) or binary classification for categorical outcomes (e.g., BBB penetration, CYP inhibition). Dataset: cyp2d6_veith. (1) The drug is COc1ccc(N2CCN(C(=O)c3ccc(OCc4c(C)noc4C)c(OC)c3)CC2)cc1. The result is 0 (non-inhibitor). (2) The compound is C[N+](C)(C)CC(=O)O. The result is 0 (non-inhibitor). (3) The drug is O=S(=O)(c1ccccc1)N1CCC2(CCCN(c3cccc(-c4ccccc4)c3)C2)CC1. The result is 0 (non-inhibitor).